Task: Predict which catalyst facilitates the given reaction.. Dataset: Catalyst prediction with 721,799 reactions and 888 catalyst types from USPTO Reactant: C(Cl)(=O)C(Cl)=O.CS(C)=O.[CH3:11][O:12][CH2:13][CH2:14][NH:15][S:16]([C:19]1[CH:20]=[C:21]([CH:24]=[CH:25][CH:26]=1)[CH2:22][OH:23])(=[O:18])=[O:17].C(N(CC)CC)C. Product: [CH3:11][O:12][CH2:13][CH2:14][NH:15][S:16]([C:19]1[CH:20]=[C:21]([CH:24]=[CH:25][CH:26]=1)[CH:22]=[O:23])(=[O:18])=[O:17]. The catalyst class is: 46.